This data is from NCI-60 drug combinations with 297,098 pairs across 59 cell lines. The task is: Regression. Given two drug SMILES strings and cell line genomic features, predict the synergy score measuring deviation from expected non-interaction effect. (1) Drug 1: CC1=CC2C(CCC3(C2CCC3(C(=O)C)OC(=O)C)C)C4(C1=CC(=O)CC4)C. Drug 2: CC(C1=C(C=CC(=C1Cl)F)Cl)OC2=C(N=CC(=C2)C3=CN(N=C3)C4CCNCC4)N. Cell line: UACC-257. Synergy scores: CSS=-5.07, Synergy_ZIP=1.34, Synergy_Bliss=-1.40, Synergy_Loewe=-5.04, Synergy_HSA=-4.10. (2) Drug 1: C1=CC=C(C(=C1)C(C2=CC=C(C=C2)Cl)C(Cl)Cl)Cl. Drug 2: COC1=NC(=NC2=C1N=CN2C3C(C(C(O3)CO)O)O)N. Cell line: TK-10. Synergy scores: CSS=4.58, Synergy_ZIP=-2.98, Synergy_Bliss=-2.81, Synergy_Loewe=2.80, Synergy_HSA=-0.448. (3) Drug 1: C1CCC(CC1)NC(=O)N(CCCl)N=O. Drug 2: CN1C2=C(C=C(C=C2)N(CCCl)CCCl)N=C1CCCC(=O)O.Cl. Cell line: MALME-3M. Synergy scores: CSS=17.2, Synergy_ZIP=-1.72, Synergy_Bliss=4.97, Synergy_Loewe=2.27, Synergy_HSA=4.39. (4) Drug 1: CN(C)N=NC1=C(NC=N1)C(=O)N. Drug 2: CCC1=C2CN3C(=CC4=C(C3=O)COC(=O)C4(CC)O)C2=NC5=C1C=C(C=C5)O. Cell line: T-47D. Synergy scores: CSS=25.8, Synergy_ZIP=-1.35, Synergy_Bliss=-3.55, Synergy_Loewe=-17.0, Synergy_HSA=-4.14. (5) Drug 2: C1CN1C2=NC(=NC(=N2)N3CC3)N4CC4. Drug 1: COC1=NC(=NC2=C1N=CN2C3C(C(C(O3)CO)O)O)N. Cell line: OVCAR-8. Synergy scores: CSS=31.9, Synergy_ZIP=-2.99, Synergy_Bliss=0.592, Synergy_Loewe=-5.08, Synergy_HSA=2.38. (6) Drug 1: CCCCC(=O)OCC(=O)C1(CC(C2=C(C1)C(=C3C(=C2O)C(=O)C4=C(C3=O)C=CC=C4OC)O)OC5CC(C(C(O5)C)O)NC(=O)C(F)(F)F)O. Drug 2: COC1=C2C(=CC3=C1OC=C3)C=CC(=O)O2. Cell line: NCI-H522. Synergy scores: CSS=42.9, Synergy_ZIP=0.746, Synergy_Bliss=0.512, Synergy_Loewe=-10.2, Synergy_HSA=0.172.